Dataset: Full USPTO retrosynthesis dataset with 1.9M reactions from patents (1976-2016). Task: Predict the reactants needed to synthesize the given product. (1) Given the product [Cl:48][C:49]1[C:54]([C:55]([F:57])([F:58])[F:56])=[CH:53][CH:52]=[CH:51][C:50]=1[CH2:59][NH:60][C:7]([CH:6]1[CH2:5][N:4]([C:10]2[CH:15]=[N:14][CH:13]=[CH:12][N:11]=2)[C:3](=[O:16])[N:2]1[CH3:1])=[O:9], predict the reactants needed to synthesize it. The reactants are: [CH3:1][N:2]1[CH:6]([C:7]([OH:9])=O)[CH2:5][N:4]([C:10]2[CH:15]=[N:14][CH:13]=[CH:12][N:11]=2)[C:3]1=[O:16].C(N1CCOCC1)C.O.ON1C2C=CC=CC=2N=N1.Cl.C(N=C=NCCCN(C)C)C.[Cl:48][C:49]1[C:54]([C:55]([F:58])([F:57])[F:56])=[CH:53][CH:52]=[CH:51][C:50]=1[CH2:59][NH2:60]. (2) Given the product [C:1]([O:5][C:6](=[O:20])[N:7]([CH3:8])[CH2:9][CH2:10][C@H:11]1[CH2:16][CH2:15][C@H:14]([CH2:17][CH:18]=[O:33])[CH2:13][CH2:12]1)([CH3:4])([CH3:3])[CH3:2], predict the reactants needed to synthesize it. The reactants are: [C:1]([O:5][C:6](=[O:20])[N:7]([CH2:9][CH2:10][C@H:11]1[CH2:16][CH2:15][C@H:14]([CH2:17][C:18]#N)[CH2:13][CH2:12]1)[CH3:8])([CH3:4])([CH3:3])[CH3:2].CC(C[AlH]CC(C)C)C.Cl.CC[O:33]CC. (3) Given the product [CH2:14]([NH:16][C:17]([C:19]1[N:23]2[CH2:24][CH2:25][N:26]([C:11]([C:9]3[CH:10]=[C:5]4[N:4]=[CH:3][C:2]([Cl:1])=[CH:7][N:6]4[N:8]=3)=[O:13])[CH2:27][C:22]2=[CH:21][CH:20]=1)=[O:18])[CH3:15], predict the reactants needed to synthesize it. The reactants are: [Cl:1][C:2]1[CH:3]=[N:4][C:5]2[N:6]([N:8]=[C:9]([C:11]([OH:13])=O)[CH:10]=2)[CH:7]=1.[CH2:14]([NH:16][C:17]([C:19]1[N:23]2[CH2:24][CH2:25][NH:26][CH2:27][C:22]2=[CH:21][CH:20]=1)=[O:18])[CH3:15]. (4) Given the product [NH2:4][C@H:5]([C:11]([NH:13][C@H:14]([C:18]([OH:20])=[O:19])[CH:15]([CH3:17])[CH3:16])=[O:12])[CH2:6][CH2:7][C:8](=[O:9])[OH:10], predict the reactants needed to synthesize it. The reactants are: C(O)C.[NH:4](C(OCC1C=CC=CC=1)=O)[C@H:5]([C:11]([NH:13][C@H:14]([C:18]([O:20]CC1C=CC=CC=1)=[O:19])[CH:15]([CH3:17])[CH3:16])=[O:12])[CH2:6][CH2:7][C:8](=[O:10])[OH:9].[H][H].